This data is from Catalyst prediction with 721,799 reactions and 888 catalyst types from USPTO. The task is: Predict which catalyst facilitates the given reaction. (1) Product: [CH3:1][N:2]1[C:11]2[C:6](=[CH:7][CH:8]=[C:9]([S:12]([Cl:16])(=[O:14])=[O:13])[CH:10]=2)[CH2:5][CH2:4][CH2:3]1. Reactant: [CH3:1][N:2]1[C:11]2[C:6](=[CH:7][CH:8]=[CH:9][CH:10]=2)[CH2:5][CH2:4][CH2:3]1.[S:12]([Cl:16])(=O)(=[O:14])[OH:13]. The catalyst class is: 46. (2) Reactant: [CH3:1][O:2][C:3]1[CH:8]=[CH:7][C:6]([CH2:9][C:10](=[O:12])[CH3:11])=[C:5]([CH3:13])[CH:4]=1.[Se](=O)=[O:15]. Product: [CH3:1][O:2][C:3]1[CH:8]=[CH:7][C:6]([C:9](=[O:15])[C:10](=[O:12])[CH3:11])=[C:5]([CH3:13])[CH:4]=1. The catalyst class is: 12. (3) Reactant: C(Cl)(=O)C(Cl)=O.[F:7][C:8]1[C:13]([C:14]([F:17])([F:16])[F:15])=[CH:12][CH:11]=[CH:10][C:9]=1[CH2:18][C:19]1[N:20]=[C:21]2[S:28][C:27]([CH3:29])=[C:26]([C:30](O)=[O:31])[N:22]2[C:23](=[O:25])[CH:24]=1.C[N:34](C=O)C.N.O1CCOCC1. Product: [F:7][C:8]1[C:13]([C:14]([F:16])([F:17])[F:15])=[CH:12][CH:11]=[CH:10][C:9]=1[CH2:18][C:19]1[N:20]=[C:21]2[S:28][C:27]([CH3:29])=[C:26]([C:30]([NH2:34])=[O:31])[N:22]2[C:23](=[O:25])[CH:24]=1. The catalyst class is: 2. (4) Reactant: [C:1]1([C:7]#[C:8][C:9]2[CH:18]=[CH:17][C:16]3[C:11](=[CH:12][CH:13]=[CH:14][C:15]=3CC(C)(C)C([O-])=O)[N:10]=2)[CH:6]=[CH:5][CH:4]=[CH:3][CH:2]=1.[H-].[H-].[H-].[H-].[Li+].[Al+3].CC[O:34]C(C)=O.CCCCCC. Product: [C:1]1([C:7]#[C:8][C:9]2[CH:18]=[CH:17][C:16]3[C:15]([OH:34])=[CH:14][CH:13]=[CH:12][C:11]=3[N:10]=2)[CH:6]=[CH:5][CH:4]=[CH:3][CH:2]=1. The catalyst class is: 1. (5) Reactant: C(OC([NH:8][CH2:9][C@:10]1([CH2:18][C:19]([O:21]C(C)(C)C)=[O:20])[CH2:16][C@H:15]2[C@:11]1([CH3:17])[CH:12]=[CH:13][CH2:14]2)=O)(C)(C)C.C(N(CC)CC)C. Product: [NH2:8][CH2:9][C@:10]1([CH2:18][C:19]([OH:21])=[O:20])[CH2:16][C@H:15]2[C@:11]1([CH3:17])[CH:12]=[CH:13][CH2:14]2. The catalyst class is: 601.